From a dataset of Full USPTO retrosynthesis dataset with 1.9M reactions from patents (1976-2016). Predict the reactants needed to synthesize the given product. (1) Given the product [F:49][C:50]([F:55])([F:54])[C:51]([OH:53])=[O:52].[C:45]([C:41]1[CH:40]=[C:39]([CH:44]=[CH:43][CH:42]=1)[CH2:38][N:33]([CH2:34][CH:35]([CH3:37])[CH3:36])[C:31](=[O:32])[C:30]([NH:29][C:26]1[CH:25]=[CH:24][C:23]([C:18]2[CH:19]=[CH:20][CH:21]=[CH:22][C:17]=2[S:14](=[O:15])(=[O:16])[NH2:13])=[CH:28][CH:27]=1)=[O:48])(=[NH:46])[NH2:47], predict the reactants needed to synthesize it. The reactants are: C1(OC)C=CC=CC=1.C([NH:13][S:14]([C:17]1[CH:22]=[CH:21][CH:20]=[CH:19][C:18]=1[C:23]1[CH:28]=[CH:27][C:26]([NH:29][C:30](=[O:48])[C:31]([N:33]([CH2:38][C:39]2[CH:44]=[CH:43][CH:42]=[C:41]([C:45](=[NH:47])[NH2:46])[CH:40]=2)[CH2:34][CH:35]([CH3:37])[CH3:36])=[O:32])=[CH:25][CH:24]=1)(=[O:16])=[O:15])(C)(C)C.[F:49][C:50]([F:55])([F:54])[C:51]([OH:53])=[O:52]. (2) Given the product [CH3:15][S:16]([C:19]1[CH:24]=[CH:23][CH:22]=[CH:21][C:20]=1[C:2]1[CH:7]=[CH:6][C:5]([C:8]2[N:9]=[CH:10][C:11]([NH2:14])=[N:12][CH:13]=2)=[CH:4][CH:3]=1)(=[O:18])=[O:17], predict the reactants needed to synthesize it. The reactants are: Br[C:2]1[CH:7]=[CH:6][C:5]([C:8]2[N:9]=[CH:10][C:11]([NH2:14])=[N:12][CH:13]=2)=[CH:4][CH:3]=1.[CH3:15][S:16]([C:19]1[CH:24]=[CH:23][CH:22]=[CH:21][C:20]=1B(O)O)(=[O:18])=[O:17].C([O-])([O-])=O.[K+].[K+].C(Cl)Cl. (3) Given the product [Br:16][C:17]1[C:18]([CH3:27])=[C:19]([CH2:23][N:24]([CH2:25][CH3:26])[C:9](=[O:10])[O:11][C:12]([CH3:13])([CH3:14])[CH3:15])[CH:20]=[N:21][CH:22]=1, predict the reactants needed to synthesize it. The reactants are: [C:9](O[C:9]([O:11][C:12]([CH3:15])([CH3:14])[CH3:13])=[O:10])([O:11][C:12]([CH3:15])([CH3:14])[CH3:13])=[O:10].[Br:16][C:17]1[C:18]([CH3:27])=[C:19]([CH2:23][NH:24][CH2:25][CH3:26])[CH:20]=[N:21][CH:22]=1.[OH-].[Na+].